From a dataset of Full USPTO retrosynthesis dataset with 1.9M reactions from patents (1976-2016). Predict the reactants needed to synthesize the given product. (1) Given the product [CH3:1][N:2]1[C:10]2[C:5](=[C:6]3[CH:13]=[CH:12][NH:11][C:7]3=[N:8][CH:9]=2)[N:4]([C@H:22]2[CH2:27][CH2:26][CH2:25][CH2:24][C@H:23]2[CH3:28])[C:3]1=[O:29], predict the reactants needed to synthesize it. The reactants are: [CH3:1][N:2]1[C:10]2[C:5](=[C:6]3[CH:13]=[CH:12][N:11](COCC[Si](C)(C)C)[C:7]3=[N:8][CH:9]=2)[N:4]([C@H:22]2[CH2:27][CH2:26][CH2:25][CH2:24][C@H:23]2[CH3:28])[C:3]1=[O:29].FC(F)(F)C(O)=O.C(=O)([O-])[O-].[K+].[K+].C(N)CN. (2) Given the product [S:21]1[CH:25]=[C:24]([C:2]2[C:11]3[C:6](=[CH:7][C:8]([O:12][CH3:13])=[CH:9][CH:10]=3)[CH:5]=[C:4]([NH:14][C:15]3[CH:19]=[C:18]([CH3:20])[NH:17][N:16]=3)[N:3]=2)[C:23]2[CH:29]=[CH:30][CH:31]=[CH:32][C:22]1=2, predict the reactants needed to synthesize it. The reactants are: Cl[C:2]1[C:11]2[C:6](=[CH:7][C:8]([O:12][CH3:13])=[CH:9][CH:10]=2)[CH:5]=[C:4]([NH:14][C:15]2[CH:19]=[C:18]([CH3:20])[NH:17][N:16]=2)[N:3]=1.[S:21]1[CH:25]=[C:24](B(O)O)[C:23]2[CH:29]=[CH:30][CH:31]=[CH:32][C:22]1=2. (3) The reactants are: C([O:3][C:4]([C:6]1[CH:11]=[CH:10][C:9]([O:12][CH2:13][C:14]2[C:15]([C:21]3[CH:26]=[CH:25][C:24]([F:27])=[CH:23][CH:22]=3)=[N:16][O:17][C:18]=2[CH2:19][OH:20])=[CH:8][N:7]=1)=O)C.[CH:28]1([NH2:31])[CH2:30][CH2:29]1. Given the product [CH:28]1([NH:31][C:4]([C:6]2[CH:11]=[CH:10][C:9]([O:12][CH2:13][C:14]3[C:15]([C:21]4[CH:22]=[CH:23][C:24]([F:27])=[CH:25][CH:26]=4)=[N:16][O:17][C:18]=3[CH2:19][OH:20])=[CH:8][N:7]=2)=[O:3])[CH2:30][CH2:29]1, predict the reactants needed to synthesize it.